From a dataset of Catalyst prediction with 721,799 reactions and 888 catalyst types from USPTO. Predict which catalyst facilitates the given reaction. (1) Product: [Cl:29][C:24]1[CH:23]=[C:22]([N:18]2[C:19](=[O:21])[CH:20]=[C:15]([O:14][CH:11]3[CH2:12][CH2:13][N:8]([C:6]([O:5][C:1]([CH3:3])([CH3:2])[CH3:4])=[O:7])[CH2:9][CH2:10]3)[C:16]([C:30](=[O:31])[NH:39][CH3:37])=[N:17]2)[CH:27]=[CH:26][C:25]=1[Cl:28]. Reactant: [C:1]([O:5][C:6]([N:8]1[CH2:13][CH2:12][CH:11]([O:14][C:15]2[C:16]([C:30](O)=[O:31])=[N:17][N:18]([C:22]3[CH:27]=[CH:26][C:25]([Cl:28])=[C:24]([Cl:29])[CH:23]=3)[C:19](=[O:21])[CH:20]=2)[CH2:10][CH2:9]1)=[O:7])([CH3:4])([CH3:3])[CH3:2].C1C=CC2N(O)N=[N:39][C:37]=2C=1.C(Cl)CCl.CN.[OH-].[Na+]. The catalyst class is: 49. (2) Reactant: [Cr](Cl)([O-])(=O)=O.[NH+]1C=CC=CC=1.[CH3:12][C:13]1([CH3:27])[CH2:18][CH2:17][CH2:16][CH:15]([CH:19]([O:21][C:22]([CH3:26])([CH3:25])[CH2:23][OH:24])[CH3:20])[CH2:14]1. Product: [CH3:27][C:13]1([CH3:12])[CH2:18][CH2:17][CH2:16][CH:15]([CH:19]([O:21][C:22]([CH3:26])([CH3:25])[CH:23]=[O:24])[CH3:20])[CH2:14]1. The catalyst class is: 2. (3) Reactant: [F:1][C:2]1[CH:19]=[CH:18][C:5]([C:6]([NH:8][C:9]2[CH:14]=[CH:13][CH:12]=[C:11]([N+:15]([O-])=O)[CH:10]=2)=[O:7])=[CH:4][CH:3]=1.[Sn](Cl)(Cl)(Cl)Cl.Cl. Product: [NH2:15][C:11]1[CH:10]=[C:9]([NH:8][C:6](=[O:7])[C:5]2[CH:18]=[CH:19][C:2]([F:1])=[CH:3][CH:4]=2)[CH:14]=[CH:13][CH:12]=1. The catalyst class is: 32. (4) Reactant: [F:1][C:2]1[CH:9]=[C:8]([OH:10])[CH:7]=[CH:6][C:3]=1[C:4]#[N:5].C(=O)([O-])[O-].[K+].[K+].Br[CH2:18][C:19]([O:21]CC)=[O:20]. Product: [C:4]([C:3]1[CH:6]=[CH:7][C:8]([O:10][CH2:18][C:19]([OH:21])=[O:20])=[CH:9][C:2]=1[F:1])#[N:5]. The catalyst class is: 21. (5) Reactant: [CH2:1]([O:3][C:4]([C:6]1[C:10]([CH3:11])=[C:9]([I:12])[NH:8][C:7]=1[CH3:13])=[O:5])[CH3:2].[CH3:14]OS(C1C=CC(C)=CC=1)(=O)=O.CC(C)([O-])C.[Na+]. Product: [CH2:1]([O:3][C:4]([C:6]1[C:10]([CH3:11])=[C:9]([I:12])[N:8]([CH3:14])[C:7]=1[CH3:13])=[O:5])[CH3:2]. The catalyst class is: 7. (6) Reactant: [C:1]([Si:5]([CH3:15])([CH3:14])[O:6][CH:7]1[CH2:12][CH2:11][C:10](=[O:13])[CH2:9][CH2:8]1)([CH3:4])([CH3:3])[CH3:2].C1C=CC(N([S:23]([C:26]([F:29])([F:28])[F:27])(=[O:25])=[O:24])[S:23]([C:26]([F:29])([F:28])[F:27])(=[O:25])=[O:24])=CC=1.C[Si]([N-][Si](C)(C)C)(C)C.[Li+]. Product: [C:1]([Si:5]([CH3:15])([CH3:14])[O:6][CH:7]1[CH2:12][CH2:11][C:10]([O:13][S:23]([C:26]([F:29])([F:28])[F:27])(=[O:25])=[O:24])=[CH:9][CH2:8]1)([CH3:4])([CH3:3])[CH3:2]. The catalyst class is: 1.